This data is from Full USPTO retrosynthesis dataset with 1.9M reactions from patents (1976-2016). The task is: Predict the reactants needed to synthesize the given product. (1) Given the product [Br:4][C:5]1[C:6]([F:23])=[CH:7][C:8]2[O:14][CH2:13][CH2:12][N:11]3[C:15]([C:1]#[N:2])=[C:16]([C:18]([NH2:20])=[O:19])[N:17]=[C:10]3[C:9]=2[CH:22]=1, predict the reactants needed to synthesize it. The reactants are: [C-:1]#[N:2].[K+].[Br:4][C:5]1[C:6]([F:23])=[CH:7][C:8]2[O:14][CH2:13][CH2:12][N:11]3[C:15](I)=[C:16]([C:18]([NH2:20])=[O:19])[N:17]=[C:10]3[C:9]=2[CH:22]=1. (2) The reactants are: [CH3:1][C:2]1[CH:7]=[CH:6][CH:5]=[C:4]([CH3:8])[C:3]=1[N:9]=[C:10]([C:12]1[CH:17]=[CH:16][CH:15]=[C:14]([C:18](=[N:20][C:21]2[CH:26]=[CH:25][CH:24]=[CH:23][C:22]=2[CH:27]([CH3:29])[CH3:28])[CH3:19])[N:13]=1)[CH3:11].[Fe:30]([Cl:32])[Cl:31]. Given the product [Fe:30]([Cl:32])[Cl:31].[CH3:1][C:2]1[CH:7]=[CH:6][CH:5]=[C:4]([CH3:8])[C:3]=1[N:9]=[C:10]([C:12]1[CH:17]=[CH:16][CH:15]=[C:14]([C:18](=[N:20][C:21]2[CH:26]=[CH:25][CH:24]=[CH:23][C:22]=2[CH:27]([CH3:29])[CH3:28])[CH3:19])[N:13]=1)[CH3:11], predict the reactants needed to synthesize it. (3) Given the product [CH:17]([O:9][C:5]1[CH:4]=[C:3]([CH2:2][OH:1])[CH:8]=[CH:7][CH:6]=1)([CH3:19])[CH3:18], predict the reactants needed to synthesize it. The reactants are: [OH:1][CH2:2][C:3]1[CH:4]=[C:5]([OH:9])[CH:6]=[CH:7][CH:8]=1.C(=O)([O-])[O-].[K+].[K+].Br[CH:17]([CH3:19])[CH3:18]. (4) Given the product [CH3:30][CH:31]1[CH2:35][CH2:34][CH2:33][N:32]1[CH2:2][CH2:3][CH2:4][O:5][C:6]1[CH:11]=[CH:10][C:9]([C:12]2[S:13][C:14]3[CH2:20][CH2:19][CH2:18][CH:17]([OH:21])[C:15]=3[N:16]=2)=[CH:8][CH:7]=1, predict the reactants needed to synthesize it. The reactants are: Cl[CH2:2][CH2:3][CH2:4][O:5][C:6]1[CH:11]=[CH:10][C:9]([C:12]2[S:13][C:14]3[CH2:20][CH2:19][CH2:18][CH:17]([OH:21])[C:15]=3[N:16]=2)=[CH:8][CH:7]=1.C(=O)([O-])[O-].[K+].[K+].[I-].[Na+].[CH3:30][CH:31]1[CH2:35][CH2:34][CH2:33][NH:32]1.